Dataset: Reaction yield outcomes from USPTO patents with 853,638 reactions. Task: Predict the reaction yield, written as a fraction of the theoretical maximum amount of product (1.0 means a 100% yield; for example, 0.34 means a 34% yield). (1) The reactants are [CH3:1][N:2]([CH3:22])[CH2:3][CH2:4][CH2:5][O:6][C:7]1[CH:12]=[CH:11][C:10]([N+:13]([O-])=O)=[CH:9][C:8]=1[C:16]1[N:17]([CH3:21])[N:18]=[CH:19][CH:20]=1.[H][H]. The catalyst is CO.[Pd]. The product is [CH3:22][N:2]([CH3:1])[CH2:3][CH2:4][CH2:5][O:6][C:7]1[CH:12]=[CH:11][C:10]([NH2:13])=[CH:9][C:8]=1[C:16]1[N:17]([CH3:21])[N:18]=[CH:19][CH:20]=1. The yield is 1.00. (2) The reactants are C[O:2][C:3]1[CH:4]=[C:5]([CH:18]=[CH:19][C:20]=1[NH:21][S:22]([CH3:25])(=[O:24])=[O:23])[C:6]([NH:8][C:9]1[CH:14]=[CH:13][C:12]2[O:15]C[O:17][C:11]=2[CH:10]=1)=[O:7].B(Br)(Br)Br.CO. The catalyst is C(Cl)Cl. The product is [OH:2][C:3]1[CH:4]=[C:5]([CH:18]=[CH:19][C:20]=1[NH:21][S:22]([CH3:25])(=[O:24])=[O:23])[C:6]([NH:8][C:9]1[CH:14]=[CH:13][C:12]([OH:15])=[C:11]([OH:17])[CH:10]=1)=[O:7]. The yield is 0.340. (3) The reactants are [C:1]([O:5][C:6]([N:8]1[CH2:13][CH2:12][CH:11]([C:14](=[O:32])[CH2:15][N:16]2[CH2:21][CH2:20][N:19]([C:22]3[CH:27]=[CH:26][C:25]([S:28]([CH3:31])(=[O:30])=[O:29])=[CH:24][CH:23]=3)[CH2:18][CH2:17]2)[CH2:10][CH2:9]1)=[O:7])([CH3:4])([CH3:3])[CH3:2].[BH4-].[Na+]. The catalyst is C1COCC1. The product is [C:1]([O:5][C:6]([N:8]1[CH2:13][CH2:12][CH:11]([CH:14]([OH:32])[CH2:15][N:16]2[CH2:17][CH2:18][N:19]([C:22]3[CH:27]=[CH:26][C:25]([S:28]([CH3:31])(=[O:29])=[O:30])=[CH:24][CH:23]=3)[CH2:20][CH2:21]2)[CH2:10][CH2:9]1)=[O:7])([CH3:4])([CH3:3])[CH3:2]. The yield is 0.700. (4) The reactants are [CH3:1][Si:2]([CH3:9])([CH3:8])[CH:3]=[CH:4][C:5]([OH:7])=[O:6].[CH2:10](O)[C:11]1[CH:16]=[CH:15][CH:14]=[CH:13][CH:12]=1.C1(N=C=NC2CCCCC2)CCCCC1.Cl. The catalyst is ClCCl.CN(C)C1C=CN=CC=1. The product is [CH3:1][Si:2]([CH3:9])([CH3:8])[CH:3]=[CH:4][C:5]([O:7][CH2:10][C:11]1[CH:16]=[CH:15][CH:14]=[CH:13][CH:12]=1)=[O:6]. The yield is 0.940.